From a dataset of Forward reaction prediction with 1.9M reactions from USPTO patents (1976-2016). Predict the product of the given reaction. (1) Given the reactants [C:1]([O:5][C:6]([N:8]1[CH2:13][CH2:12][CH:11]([O:14][C:15]2[CH:20]=[CH:19][C:18]([N+:21]([O-])=O)=[C:17]([NH:24][C:25]3[S:26][C:27]([C:37](=[O:39])[NH2:38])=[C:28]([C:30]4[CH:35]=[CH:34][CH:33]=[C:32]([Cl:36])[CH:31]=4)[N:29]=3)[CH:16]=2)[CH2:10][CH2:9]1)=[O:7])([CH3:4])([CH3:3])[CH3:2].[CH:40](OCC)(OCC)OCC, predict the reaction product. The product is: [C:1]([O:5][C:6]([N:8]1[CH2:13][CH2:12][CH:11]([O:14][C:15]2[CH:20]=[CH:19][C:18]3[N:21]=[CH:40][N:24]([C:25]4[S:26][C:27]([C:37](=[O:39])[NH2:38])=[C:28]([C:30]5[CH:35]=[CH:34][CH:33]=[C:32]([Cl:36])[CH:31]=5)[N:29]=4)[C:17]=3[CH:16]=2)[CH2:10][CH2:9]1)=[O:7])([CH3:4])([CH3:3])[CH3:2]. (2) Given the reactants [Cl:1][C:2]1[CH:7]=[CH:6][C:5](B(O)O)=[CH:4][CH:3]=1.Br[C:12]1[CH:21]=[CH:20][C:15]([C:16]([O:18][CH3:19])=[O:17])=[CH:14][N:13]=1, predict the reaction product. The product is: [Cl:1][C:2]1[CH:7]=[CH:6][C:5]([C:12]2[CH:21]=[CH:20][C:15]([C:16]([O:18][CH3:19])=[O:17])=[CH:14][N:13]=2)=[CH:4][CH:3]=1.